From a dataset of Peptide-MHC class I binding affinity with 185,985 pairs from IEDB/IMGT. Regression. Given a peptide amino acid sequence and an MHC pseudo amino acid sequence, predict their binding affinity value. This is MHC class I binding data. (1) The binding affinity (normalized) is 0.0847. The MHC is HLA-B40:01 with pseudo-sequence HLA-B40:01. The peptide sequence is AMYYRRTER. (2) The peptide sequence is ALFEDYPGC. The MHC is HLA-A02:11 with pseudo-sequence HLA-A02:11. The binding affinity (normalized) is 0.936. (3) The peptide sequence is RTPLHKYLCKF. The MHC is Mamu-A01 with pseudo-sequence Mamu-A01. The binding affinity (normalized) is 0.525. (4) The peptide sequence is VPAYSFLPGV. The MHC is HLA-B35:01 with pseudo-sequence HLA-B35:01. The binding affinity (normalized) is 0.0437.